Predict the reaction yield, written as a fraction of the theoretical maximum amount of product (1.0 means a 100% yield; for example, 0.34 means a 34% yield). From a dataset of Reaction yield outcomes from USPTO patents with 853,638 reactions. (1) The reactants are [C:1]([Si:5]([CH3:18])([CH3:17])[O:6][CH:7]1[CH2:12][CH2:11][C:10]([OH:16])([C:13]([OH:15])=O)[CH2:9][CH2:8]1)([CH3:4])([CH3:3])[CH3:2].[F:19][C:20]1[CH:25]=[CH:24][C:23]([C@H:26]([NH2:28])[CH3:27])=[CH:22][CH:21]=1.CN(C(ON1N=NC2C=CC=NC1=2)=[N+](C)C)C.F[P-](F)(F)(F)(F)F. No catalyst specified. The product is [F:19][C:20]1[CH:25]=[CH:24][C:23]([C@H:26]([NH:28][C:13]([C:10]2([OH:16])[CH2:9][CH2:8][CH:7]([O:6][Si:5]([C:1]([CH3:2])([CH3:3])[CH3:4])([CH3:18])[CH3:17])[CH2:12][CH2:11]2)=[O:15])[CH3:27])=[CH:22][CH:21]=1. The yield is 0.440. (2) The reactants are [C:1](=[NH:26])([O:3][CH2:4][CH2:5][C:6]1[CH:11]=[C:10]([F:12])[C:9]([O:13][C:14]2[CH:19]=[CH:18][C:17]([Cl:20])=[C:16]([C:21]([F:24])([F:23])[F:22])[CH:15]=2)=[C:8]([F:25])[CH:7]=1)[NH2:2].[OH:27]/[CH:28]=[C:29](/[CH2:34][C:35]1[CH:36]=[N:37][CH:38]=[N:39][CH:40]=1)\[C:30](OC)=O.C([O-])([O-])=O.[K+].[K+]. The catalyst is CN1C(=O)CCC1. The product is [Cl:20][C:17]1[CH:18]=[CH:19][C:14]([O:13][C:9]2[C:10]([F:12])=[CH:11][C:6]([CH2:5][CH2:4][O:3][C:1]3[NH:2][CH:30]=[C:29]([CH2:34][C:35]4[CH:40]=[N:39][CH:38]=[N:37][CH:36]=4)[C:28](=[O:27])[N:26]=3)=[CH:7][C:8]=2[F:25])=[CH:15][C:16]=1[C:21]([F:22])([F:24])[F:23]. The yield is 0.223. (3) The reactants are [Li]CCCC.C(N[CH:10]([CH3:12])[CH3:11])(C)C.C[Si](C#CC)(C)C.[Cl:20][C:21]1[CH:22]=[C:23]([C:28](=[O:33])[C:29]([F:32])([F:31])[F:30])[CH:24]=[C:25]([Cl:27])[CH:26]=1.C(=O)([O-])[O-].[K+].[K+]. The catalyst is O1CCCC1. The product is [Cl:20][C:21]1[CH:22]=[C:23]([C:28]([OH:33])([CH2:12][C:10]#[CH:11])[C:29]([F:30])([F:31])[F:32])[CH:24]=[C:25]([Cl:27])[CH:26]=1. The yield is 0.540. (4) The reactants are [NH:1]1[CH2:5][CH2:4][C@@H:3]([OH:6])[CH2:2]1.[C:7](O[C:7]([O:9][C:10]([CH3:13])([CH3:12])[CH3:11])=[O:8])([O:9][C:10]([CH3:13])([CH3:12])[CH3:11])=[O:8].[OH-].[Na+]. The catalyst is O1CCCC1.O. The product is [C:7]([N:1]1[CH2:5][CH2:4][C@@H:3]([OH:6])[CH2:2]1)([O:9][C:10]([CH3:13])([CH3:12])[CH3:11])=[O:8]. The yield is 0.980. (5) The reactants are [Cl:1][C:2]1[CH:7]=[CH:6][C:5](I)=[C:4]([F:9])[CH:3]=1.[NH:10]1[CH2:14][CH2:13][CH2:12][C:11]1=[O:15].P([O-])([O-])([O-])=O.[K+].[K+].[K+].O1CCOCC1. The catalyst is [Cu]I.[C@@H]1(N)CCCC[C@H]1N. The product is [Cl:1][C:2]1[CH:7]=[CH:6][C:5]([N:10]2[CH2:14][CH2:13][CH2:12][C:11]2=[O:15])=[C:4]([F:9])[CH:3]=1. The yield is 1.08. (6) The reactants are FC(F)(F)CC(=O)[S:5][C:6]1[CH:11]=[CH:10][C:9]([NH:12][C:13](=[O:19])[CH2:14][C:15]([F:18])([F:17])[F:16])=[CH:8][CH:7]=1.CCO.Cl. The catalyst is O. The product is [F:18][C:15]([F:16])([F:17])[CH2:14][C:13]([NH:12][C:9]1[CH:10]=[CH:11][C:6]([SH:5])=[CH:7][CH:8]=1)=[O:19]. The yield is 0.580. (7) The catalyst is CC(C)=O. The reactants are [CH3:1][CH2:2][CH2:3][CH:4]([NH:8][C:9](=[O:18])[C:10]1[CH:15]=[CH:14][C:13]([OH:16])=[C:12]([OH:17])[CH:11]=1)[CH2:5][CH2:6][CH3:7].C(=O)([O-])[O-].[K+].[K+].[CH2:25]([O:27][C:28](=[O:31])[C:29]#[CH:30])[CH3:26]. The product is [CH3:1][CH2:2][CH2:3][CH:4]([NH:8][C:9]([C:10]1[CH:15]=[CH:14][C:13]2[O:16][CH:30]([CH2:29][C:28]([O:27][CH2:25][CH3:26])=[O:31])[O:17][C:12]=2[CH:11]=1)=[O:18])[CH2:5][CH2:6][CH3:7]. The yield is 0.710. (8) The reactants are Cl[C:2]1[N:3]=[N:4][C:5]([C:8]2[CH:9]=[N:10][N:11]([CH3:13])[CH:12]=2)=[CH:6][CH:7]=1.[F:14][C:15]([F:30])([C:20]1[CH:21]=[C:22]2[C:27](=[CH:28][CH:29]=1)[N:26]=[CH:25][CH:24]=[CH:23]2)[C:16]([NH:18][NH2:19])=O.CCOC(C)=O.C([O-])([O-])=O.[K+].[K+]. The catalyst is C(O)CCC. The product is [F:30][C:15]([F:14])([C:16]1[N:3]2[N:4]=[C:5]([C:8]3[CH:9]=[N:10][N:11]([CH3:13])[CH:12]=3)[CH:6]=[CH:7][C:2]2=[N:19][N:18]=1)[C:20]1[CH:21]=[C:22]2[C:27](=[CH:28][CH:29]=1)[N:26]=[CH:25][CH:24]=[CH:23]2. The yield is 0.620. (9) The reactants are [NH2:1][C:2]1[N:7]=[CH:6][C:5]([CH:8]2[CH2:13][CH2:12][N:11]([C:14]([O:16][C:17]([CH3:20])([CH3:19])[CH3:18])=[O:15])[CH2:10][CH2:9]2)=[CH:4][CH:3]=1.Br[C:22]1[C:23](=[O:30])[N:24]([CH3:29])[CH:25]=[C:26]([Br:28])[CH:27]=1.C(=O)([O-])[O-].[Cs+].[Cs+].CC1(C)C2C(=C(P(C3C=CC=CC=3)C3C=CC=CC=3)C=CC=2)OC2C(P(C3C=CC=CC=3)C3C=CC=CC=3)=CC=CC1=2. The catalyst is C1C=CC(/C=C/C(/C=C/C2C=CC=CC=2)=O)=CC=1.C1C=CC(/C=C/C(/C=C/C2C=CC=CC=2)=O)=CC=1.C1C=CC(/C=C/C(/C=C/C2C=CC=CC=2)=O)=CC=1.[Pd].[Pd].O1CCOCC1. The product is [Br:28][C:26]1[CH:27]=[C:22]([NH:1][C:2]2[N:7]=[CH:6][C:5]([C:8]3[CH2:13][CH2:12][N:11]([C:14]([O:16][C:17]([CH3:20])([CH3:19])[CH3:18])=[O:15])[CH2:10][CH:9]=3)=[CH:4][CH:3]=2)[C:23](=[O:30])[N:24]([CH3:29])[CH:25]=1. The yield is 0.610. (10) The reactants are C(=O)([O-])[O-].[K+].[K+].[CH2:7](Br)[C:8]1[CH:13]=[CH:12][CH:11]=[CH:10][CH:9]=1.[O:15]=[C:16]1[C:22]2[CH:23]=[CH:24][CH:25]=[CH:26][C:21]=2[O:20][C:19]2[CH:27]=[CH:28][C:29]([CH:31]=[O:32])=[CH:30][C:18]=2[NH:17]1. The catalyst is C(#N)C.C(OCC)(=O)C. The product is [CH2:7]([N:17]1[C:16](=[O:15])[C:22]2[CH:23]=[CH:24][CH:25]=[CH:26][C:21]=2[O:20][C:19]2[CH:27]=[CH:28][C:29]([CH:31]=[O:32])=[CH:30][C:18]1=2)[C:8]1[CH:13]=[CH:12][CH:11]=[CH:10][CH:9]=1. The yield is 0.630.